This data is from Reaction yield outcomes from USPTO patents with 853,638 reactions. The task is: Predict the reaction yield, written as a fraction of the theoretical maximum amount of product (1.0 means a 100% yield; for example, 0.34 means a 34% yield). (1) The reactants are [Na].[Br:2][C:3]1[CH:8]=[CH:7][C:6]([S:9]([CH:12]2[CH2:14][CH2:13]2)(=[O:11])=[O:10])=[CH:5][C:4]=1F.[OH2:16].C(Cl)Cl.[CH3:20]O. No catalyst specified. The product is [Br:2][C:3]1[CH:8]=[CH:7][C:6]([S:9]([CH:12]2[CH2:14][CH2:13]2)(=[O:11])=[O:10])=[CH:5][C:4]=1[O:16][CH3:20]. The yield is 0.730. (2) The reactants are Cl.CN.[CH:4]([N:7](C(C)C)CC)(C)C.[CH3:13][O:14][CH2:15][O:16][C:17]1[CH:18]=[C:19]([CH:23]2[CH2:25][O:24]2)[CH:20]=[CH:21][CH:22]=1.C(OCC)(=O)C. The catalyst is CO. The product is [CH3:13][O:14][CH2:15][O:16][C:17]1[CH:18]=[C:19]([CH:23]([OH:24])[CH2:25][NH:7][CH3:4])[CH:20]=[CH:21][CH:22]=1. The yield is 0.200. (3) The reactants are C[Si]([N-][Si](C)(C)C)(C)C.[Li+].[C:11]([C:13]1[CH:18]=[CH:17][C:16]([CH:19]2[CH2:24][CH2:23][N:22]([C:25]([C:27]3[CH:28]=[CH:29][C:30]([CH3:41])=[C:31]([NH:33][C:34](=[O:40])[O:35][C:36]([CH3:39])([CH3:38])[CH3:37])[CH:32]=3)=[O:26])[CH2:21][CH2:20]2)=[CH:15][CH:14]=1)#[N:12].Cl[S:43]([CH:46]1[CH2:50][CH2:49][N:48]([C:51]([O:53][CH2:54][C:55]2[CH:60]=[CH:59][CH:58]=[CH:57][CH:56]=2)=[O:52])[CH2:47]1)(=[O:45])=[O:44]. The catalyst is C1COCC1.CCOC(C)=O. The product is [C:36]([O:35][C:34]([N:33]([C:31]1[CH:32]=[C:27]([C:25]([N:22]2[CH2:21][CH2:20][CH:19]([C:16]3[CH:17]=[CH:18][C:13]([C:11]#[N:12])=[CH:14][CH:15]=3)[CH2:24][CH2:23]2)=[O:26])[CH:28]=[CH:29][C:30]=1[CH3:41])[S:43]([CH:46]1[CH2:50][CH2:49][N:48]([C:51]([O:53][CH2:54][C:55]2[CH:60]=[CH:59][CH:58]=[CH:57][CH:56]=2)=[O:52])[CH2:47]1)(=[O:44])=[O:45])=[O:40])([CH3:37])([CH3:38])[CH3:39]. The yield is 0.234. (4) The reactants are N[C:2]1[C:10]([Cl:11])=[CH:9][C:5]([C:6]([OH:8])=[O:7])=[C:4]([O:12][CH3:13])[CH:3]=1.F[B-](F)(F)F.[H+].N([O-])=[O:21].[Na+]. The catalyst is O. The product is [Cl:11][C:10]1[C:2]([OH:21])=[CH:3][C:4]([O:12][CH3:13])=[C:5]([CH:9]=1)[C:6]([OH:8])=[O:7]. The yield is 0.130.